From a dataset of NCI-60 drug combinations with 297,098 pairs across 59 cell lines. Regression. Given two drug SMILES strings and cell line genomic features, predict the synergy score measuring deviation from expected non-interaction effect. (1) Drug 1: CCC1=CC2CC(C3=C(CN(C2)C1)C4=CC=CC=C4N3)(C5=C(C=C6C(=C5)C78CCN9C7C(C=CC9)(C(C(C8N6C)(C(=O)OC)O)OC(=O)C)CC)OC)C(=O)OC.C(C(C(=O)O)O)(C(=O)O)O. Drug 2: CC12CCC3C(C1CCC2OP(=O)(O)O)CCC4=C3C=CC(=C4)OC(=O)N(CCCl)CCCl.[Na+]. Cell line: HCC-2998. Synergy scores: CSS=57.3, Synergy_ZIP=-0.710, Synergy_Bliss=-0.916, Synergy_Loewe=-45.9, Synergy_HSA=-0.705. (2) Drug 1: C1=NC2=C(N1)C(=S)N=C(N2)N. Drug 2: CCC1=C2CN3C(=CC4=C(C3=O)COC(=O)C4(CC)O)C2=NC5=C1C=C(C=C5)O. Cell line: A498. Synergy scores: CSS=23.0, Synergy_ZIP=-11.0, Synergy_Bliss=-4.01, Synergy_Loewe=-14.8, Synergy_HSA=-2.37. (3) Drug 1: CC1=C2C(C(=O)C3(C(CC4C(C3C(C(C2(C)C)(CC1OC(=O)C(C(C5=CC=CC=C5)NC(=O)OC(C)(C)C)O)O)OC(=O)C6=CC=CC=C6)(CO4)OC(=O)C)OC)C)OC. Drug 2: COC1=C2C(=CC3=C1OC=C3)C=CC(=O)O2. Cell line: MDA-MB-231. Synergy scores: CSS=17.3, Synergy_ZIP=-4.17, Synergy_Bliss=-12.0, Synergy_Loewe=-34.6, Synergy_HSA=-11.2. (4) Cell line: BT-549. Drug 1: CC1=CC=C(C=C1)C2=CC(=NN2C3=CC=C(C=C3)S(=O)(=O)N)C(F)(F)F. Drug 2: CCC1=C2CN3C(=CC4=C(C3=O)COC(=O)C4(CC)O)C2=NC5=C1C=C(C=C5)O. Synergy scores: CSS=19.3, Synergy_ZIP=-5.31, Synergy_Bliss=-0.387, Synergy_Loewe=-10.1, Synergy_HSA=0.982. (5) Synergy scores: CSS=14.1, Synergy_ZIP=-2.73, Synergy_Bliss=2.27, Synergy_Loewe=2.45, Synergy_HSA=2.52. Drug 1: C1CCC(C1)C(CC#N)N2C=C(C=N2)C3=C4C=CNC4=NC=N3. Cell line: NCIH23. Drug 2: C1C(C(OC1N2C=NC3=C2NC=NCC3O)CO)O. (6) Drug 1: CNC(=O)C1=NC=CC(=C1)OC2=CC=C(C=C2)NC(=O)NC3=CC(=C(C=C3)Cl)C(F)(F)F. Drug 2: C(CC(=O)O)C(=O)CN.Cl. Cell line: KM12. Synergy scores: CSS=7.72, Synergy_ZIP=-3.49, Synergy_Bliss=-5.51, Synergy_Loewe=-6.57, Synergy_HSA=-5.68. (7) Drug 1: C1=NC2=C(N1)C(=S)N=C(N2)N. Drug 2: CC1=C(N=C(N=C1N)C(CC(=O)N)NCC(C(=O)N)N)C(=O)NC(C(C2=CN=CN2)OC3C(C(C(C(O3)CO)O)O)OC4C(C(C(C(O4)CO)O)OC(=O)N)O)C(=O)NC(C)C(C(C)C(=O)NC(C(C)O)C(=O)NCCC5=NC(=CS5)C6=NC(=CS6)C(=O)NCCC[S+](C)C)O. Cell line: CCRF-CEM. Synergy scores: CSS=58.8, Synergy_ZIP=3.82, Synergy_Bliss=3.70, Synergy_Loewe=2.07, Synergy_HSA=3.32.